From a dataset of Full USPTO retrosynthesis dataset with 1.9M reactions from patents (1976-2016). Predict the reactants needed to synthesize the given product. (1) Given the product [Cl:26][C:23]1[CH:24]=[CH:25][C:20]([C:19]2[C:14]([N:11]3[CH2:10][CH2:9][NH:8][CH2:13][CH2:12]3)=[N:15][CH:16]=[CH:17][N:18]=2)=[CH:21][CH:22]=1, predict the reactants needed to synthesize it. The reactants are: C(OC([N:8]1[CH2:13][CH2:12][N:11]([C:14]2[C:19]([C:20]3[CH:25]=[CH:24][C:23]([Cl:26])=[CH:22][CH:21]=3)=[N:18][CH:17]=[CH:16][N:15]=2)[CH2:10][CH2:9]1)=O)(C)(C)C.Cl. (2) Given the product [Br:23][C:20]1[CH:19]=[N:18][C:17]([O:9][CH:3]2[CH:4]3[CH2:7][CH2:8][N:1]([CH2:6][CH2:5]3)[CH2:2]2)=[N:22][CH:21]=1, predict the reactants needed to synthesize it. The reactants are: [N:1]12[CH2:8][CH2:7][CH:4]([CH2:5][CH2:6]1)[CH:3]([OH:9])[CH2:2]2.CC(C)([O-])C.[K+].I[C:17]1[N:22]=[CH:21][C:20]([Br:23])=[CH:19][N:18]=1.O. (3) Given the product [Cl:1][C:2]1[CH:3]=[CH:4][C:5]([C@H:8]2[N:15]3[C:11]([S:12][C:13]([C:19]([N:21]4[CH2:28][CH2:27][CH2:26][C@H:22]4[C:23]([N:43]4[CH2:42][CH2:41][N:40]([CH2:39][C:38]([F:46])([F:47])[F:37])[CH2:45][CH2:44]4)=[O:25])=[O:20])=[C:14]3[CH:16]([CH3:18])[CH3:17])=[N:10][C@:9]2([C:30]2[CH:31]=[CH:32][C:33]([Cl:36])=[CH:34][CH:35]=2)[CH3:29])=[CH:6][CH:7]=1, predict the reactants needed to synthesize it. The reactants are: [Cl:1][C:2]1[CH:7]=[CH:6][C:5]([C@H:8]2[N:15]3[C:11]([S:12][C:13]([C:19]([N:21]4[CH2:28][CH2:27][CH2:26][C@H:22]4[C:23]([OH:25])=O)=[O:20])=[C:14]3[CH:16]([CH3:18])[CH3:17])=[N:10][C@:9]2([C:30]2[CH:35]=[CH:34][C:33]([Cl:36])=[CH:32][CH:31]=2)[CH3:29])=[CH:4][CH:3]=1.[F:37][C:38]([F:47])([F:46])[CH2:39][N:40]1[CH2:45][CH2:44][NH:43][CH2:42][CH2:41]1. (4) Given the product [F:16][C:15]1[CH:14]=[C:13]([C:17]([OH:20])([CH3:18])[CH3:19])[CH:12]=[C:11]([F:21])[C:10]=1[C:4]1[S:3][C:2]([NH:1][C:23]2[N:28]=[C:27]3[N:29]=[N:30][N:31]([CH2:32][C:33]([OH:35])([CH3:34])[CH3:36])[C:26]3=[CH:25][CH:24]=2)=[C:6]([C:7]([NH2:9])=[O:8])[CH:5]=1, predict the reactants needed to synthesize it. The reactants are: [NH2:1][C:2]1[S:3][C:4]([C:10]2[C:15]([F:16])=[CH:14][C:13]([C:17]([OH:20])([CH3:19])[CH3:18])=[CH:12][C:11]=2[F:21])=[CH:5][C:6]=1[C:7]([NH2:9])=[O:8].Cl[C:23]1[N:28]=[C:27]2[N:29]=[N:30][N:31]([CH2:32][C:33]([CH3:36])([OH:35])[CH3:34])[C:26]2=[CH:25][CH:24]=1. (5) Given the product [CH3:57][Si:14]([CH3:56])([CH3:13])[CH2:15][CH2:16][O:17][CH2:18][O:19][C:20]1[CH:25]=[C:24]([O:26][CH2:27][O:28][CH2:29][CH2:30][Si:31]([CH3:32])([CH3:33])[CH3:34])[CH:23]=[CH:22][C:21]=1[C:35]1[C:36](=[O:55])[O:37][C:38]2[C:43]([C:44]=1[CH2:45][Br:58])=[CH:42][CH:41]=[C:40]([O:46][CH2:47][O:48][CH2:49][CH2:50][Si:51]([CH3:54])([CH3:53])[CH3:52])[CH:39]=2, predict the reactants needed to synthesize it. The reactants are: N(C(C)C)C(C)C.C([Li])CCC.[CH3:13][Si:14]([CH3:57])([CH3:56])[CH2:15][CH2:16][O:17][CH2:18][O:19][C:20]1[CH:25]=[C:24]([O:26][CH2:27][O:28][CH2:29][CH2:30][Si:31]([CH3:34])([CH3:33])[CH3:32])[CH:23]=[CH:22][C:21]=1[C:35]1[C:36](=[O:55])[O:37][C:38]2[C:43]([C:44]=1[CH3:45])=[CH:42][CH:41]=[C:40]([O:46][CH2:47][O:48][CH2:49][CH2:50][Si:51]([CH3:54])([CH3:53])[CH3:52])[CH:39]=2.[Br:58]Br.C([O-])(O)=O.[Na+].[O-]S([O-])=O.[Na+].[Na+].